This data is from NCI-60 drug combinations with 297,098 pairs across 59 cell lines. The task is: Regression. Given two drug SMILES strings and cell line genomic features, predict the synergy score measuring deviation from expected non-interaction effect. (1) Drug 1: C1=NC2=C(N1)C(=S)N=C(N2)N. Drug 2: CNC(=O)C1=NC=CC(=C1)OC2=CC=C(C=C2)NC(=O)NC3=CC(=C(C=C3)Cl)C(F)(F)F. Cell line: HS 578T. Synergy scores: CSS=42.9, Synergy_ZIP=-3.30, Synergy_Bliss=-2.68, Synergy_Loewe=-6.02, Synergy_HSA=-2.54. (2) Drug 1: C1CCC(C1)C(CC#N)N2C=C(C=N2)C3=C4C=CNC4=NC=N3. Drug 2: CC12CCC(CC1=CCC3C2CCC4(C3CC=C4C5=CN=CC=C5)C)O. Cell line: EKVX. Synergy scores: CSS=4.07, Synergy_ZIP=-1.66, Synergy_Bliss=-2.86, Synergy_Loewe=-5.21, Synergy_HSA=-3.96. (3) Drug 2: C1CCC(C(C1)N)N.C(=O)(C(=O)[O-])[O-].[Pt+4]. Drug 1: CC1=C(C=C(C=C1)NC(=O)C2=CC=C(C=C2)CN3CCN(CC3)C)NC4=NC=CC(=N4)C5=CN=CC=C5. Cell line: CAKI-1. Synergy scores: CSS=11.2, Synergy_ZIP=-2.52, Synergy_Bliss=4.25, Synergy_Loewe=-14.5, Synergy_HSA=-3.04.